Dataset: Forward reaction prediction with 1.9M reactions from USPTO patents (1976-2016). Task: Predict the product of the given reaction. (1) Given the reactants [Cl:1][C:2]1[CH:7]=[CH:6][C:5]([C:8]2[S:9][CH:10]=[C:11]([CH2:13][C:14]#[N:15])[N:12]=2)=[CH:4][CH:3]=1, predict the reaction product. The product is: [Cl:1][C:2]1[CH:3]=[CH:4][C:5]([C:8]2[S:9][CH:10]=[C:11]([CH2:13][CH2:14][NH2:15])[N:12]=2)=[CH:6][CH:7]=1. (2) Given the reactants [CH3:1][C:2]1[O:6][N:5]=[C:4]([C:7]2[CH:12]=[CH:11][CH:10]=[C:9]([C:13]([F:16])([F:15])[F:14])[CH:8]=2)[C:3]=1[C:17]([OH:19])=O.Cl.C(N=C=NCCCN(C)C)C.[F:32][C:33]1[CH:38]=[CH:37][C:36]([N:39]2[CH2:44][CH2:43][NH:42][CH2:41][CH2:40]2)=[CH:35][CH:34]=1, predict the reaction product. The product is: [F:32][C:33]1[CH:34]=[CH:35][C:36]([N:39]2[CH2:44][CH2:43][N:42]([C:17]([C:3]3[C:4]([C:7]4[CH:12]=[CH:11][CH:10]=[C:9]([C:13]([F:14])([F:15])[F:16])[CH:8]=4)=[N:5][O:6][C:2]=3[CH3:1])=[O:19])[CH2:41][CH2:40]2)=[CH:37][CH:38]=1. (3) Given the reactants [C:1]([O:9][CH:10]1[C:18]2[C:13](=[CH:14][CH:15]=[C:16](C)[CH:17]=2)[N:12]([CH2:20][CH3:21])[C:11]1=[O:22])(=[O:8])[C:2]1[CH:7]=[CH:6][CH:5]=[CH:4][CH:3]=1.[CH2:23](N1C2C(=CC=CC=2)C(=O)C1=O)[CH2:24][CH:25](C)C, predict the reaction product. The product is: [C:1]([O:9][CH:10]1[C:18]2[C:13](=[CH:14][CH:15]=[CH:16][CH:17]=2)[N:12]([CH2:20][CH2:21][CH:24]([CH3:25])[CH3:23])[C:11]1=[O:22])(=[O:8])[C:2]1[CH:7]=[CH:6][CH:5]=[CH:4][CH:3]=1. (4) Given the reactants [C:1]([O:5][C:6]([N:8]1[CH2:13][CH2:12][CH:11]([CH2:14][O:15]S(C)(=O)=O)[CH2:10][CH2:9]1)=[O:7])([CH3:4])([CH3:3])[CH3:2].C(=O)([O-])[O-].[K+].[K+].O.[C:27]([O:30][CH2:31]C)(=[O:29])[CH3:28], predict the reaction product. The product is: [C:1]([O:5][C:6]([N:8]1[CH2:13][CH2:12][CH:11]([CH2:14][O:15][C:13]2[CH:12]=[CH:11][CH:10]=[CH:9][C:28]=2[C:27]([O:30][CH3:31])=[O:29])[CH2:10][CH2:9]1)=[O:7])([CH3:4])([CH3:3])[CH3:2]. (5) Given the reactants [CH3:1][C:2]1[C:7]([CH2:8]O)=[CH:6][CH:5]=[C:4]([C:10]2[CH:15]=[CH:14][C:13]([C:16]([F:19])([F:18])[F:17])=[CH:12][CH:11]=2)[N:3]=1.O=S(Cl)[Cl:22], predict the reaction product. The product is: [Cl:22][CH2:8][C:7]1[C:2]([CH3:1])=[N:3][C:4]([C:10]2[CH:15]=[CH:14][C:13]([C:16]([F:19])([F:18])[F:17])=[CH:12][CH:11]=2)=[CH:5][CH:6]=1. (6) Given the reactants [CH3:1][C:2]1([CH3:20])[C:11]2[C:6](=[CH:7][CH:8]=[C:9]([CH3:12])[CH:10]=2)[NH:5][CH:4]([C:13]2[CH:14]=[C:15]([NH2:19])[CH:16]=[CH:17][CH:18]=2)[CH2:3]1.N1C=CC=CC=1.[CH3:27][S:28](Cl)(=[O:30])=[O:29], predict the reaction product. The product is: [CH3:1][C:2]1([CH3:20])[C:11]2[C:6](=[CH:7][CH:8]=[C:9]([CH3:12])[CH:10]=2)[NH:5][CH:4]([C:13]2[CH:14]=[C:15]([NH:19][S:28]([CH3:27])(=[O:30])=[O:29])[CH:16]=[CH:17][CH:18]=2)[CH2:3]1. (7) Given the reactants [Cl:1][C:2]1[C:11]([F:12])=[C:10]2[C:5]([CH2:6][CH2:7][NH:8][C:9]2=[O:13])=[CH:4][CH:3]=1.I[C:15]1[CH:16]=[N:17][CH:18]=[CH:19][C:20]=1[CH3:21].P([O-])([O-])([O-])=O.[K+].[K+].[K+], predict the reaction product. The product is: [Cl:1][C:2]1[C:11]([F:12])=[C:10]2[C:5]([CH2:6][CH2:7][N:8]([C:15]3[CH:16]=[N:17][CH:18]=[CH:19][C:20]=3[CH3:21])[C:9]2=[O:13])=[CH:4][CH:3]=1. (8) Given the reactants [Cl:1][C:2]1[C:3]2[C:10]([CH3:11])=[CH:9][N:8]([C@@H:12]3[O:27][C@H:26]([CH2:28][O:29]CC4C=CC(Cl)=CC=4Cl)[C@@H:15]([O:16]CC4C=CC(Cl)=CC=4Cl)[C@@:13]3([CH3:39])[OH:14])[C:4]=2[N:5]=[CH:6][N:7]=1.B(Cl)(Cl)Cl, predict the reaction product. The product is: [Cl:1][C:2]1[C:3]2[C:10]([CH3:11])=[CH:9][N:8]([C@@H:12]3[O:27][C@H:26]([CH2:28][OH:29])[C@@H:15]([OH:16])[C@@:13]3([CH3:39])[OH:14])[C:4]=2[N:5]=[CH:6][N:7]=1. (9) Given the reactants Br[C:2]1[CH:7]=[CH:6][C:5]([N:8]2[C:16]3[C:15]([OH:17])=[C:14]([C:18]#[N:19])[C:13](=[O:20])[NH:12][C:11]=3[CH:10]=[CH:9]2)=[CH:4][CH:3]=1, predict the reaction product. The product is: [OH:17][C:15]1[C:16]2[N:8]([C:5]3[CH:6]=[CH:7][CH:2]=[CH:3][CH:4]=3)[CH:9]=[CH:10][C:11]=2[NH:12][C:13](=[O:20])[C:14]=1[C:18]#[N:19]. (10) The product is: [CH2:40]([N:30]1[C:31](=[O:39])[C:32]([CH3:38])([CH3:37])[C:33](=[O:36])[N:34]([CH3:35])[C:28]2[CH:27]=[C:26]([CH2:25][N:11]([CH2:10][C:9]3[CH:44]=[CH:45][C:6]([CH:5]=[O:4])=[CH:7][CH:8]=3)[CH2:12][CH2:13][N:14]3[CH:19]=[CH:18][C:17]4[O:20][C:21]([CH3:23])=[CH:22][C:16]=4[C:15]3=[O:24])[CH:43]=[CH:42][C:29]1=2)[CH3:41]. Given the reactants Cl.C([O:4][CH:5](OCC)[C:6]1[CH:45]=[CH:44][C:9]([CH2:10][N:11]([CH2:25][C:26]2[CH:43]=[CH:42][C:29]3[N:30]([CH2:40][CH3:41])[C:31](=[O:39])[C:32]([CH3:38])([CH3:37])[C:33](=[O:36])[N:34]([CH3:35])[C:28]=3[CH:27]=2)[CH2:12][CH2:13][N:14]2[CH:19]=[CH:18][C:17]3[O:20][C:21]([CH3:23])=[CH:22][C:16]=3[C:15]2=[O:24])=[CH:8][CH:7]=1)C.[OH-].[Na+], predict the reaction product.